This data is from Full USPTO retrosynthesis dataset with 1.9M reactions from patents (1976-2016). The task is: Predict the reactants needed to synthesize the given product. Given the product [NH2:1][C:2]1[N:7]=[C:6]([NH:20][C@@H:21]([CH2:25][CH2:26][CH3:27])[CH2:22][CH2:23][OH:24])[C:5]([CH2:9][C:10]2[CH:15]=[CH:14][C:32]([CH2:31][C:30]([OH:28])=[O:34])=[CH:33][CH:11]=2)=[C:4]([CH3:19])[N:3]=1, predict the reactants needed to synthesize it. The reactants are: [NH2:1][C:2]1[N:7]=[C:6](Cl)[C:5]([CH2:9][C:10]2[CH:15]=[CH:14]C(CC#N)=C[CH:11]=2)=[C:4]([CH3:19])[N:3]=1.[NH2:20][C@@H:21]([CH2:25][CH2:26][CH3:27])[CH2:22][CH2:23][OH:24].[OH-:28].[K+].[CH2:30]([OH:34])[CH2:31][CH2:32][CH3:33].